Task: Predict the reactants needed to synthesize the given product.. Dataset: Retrosynthesis with 50K atom-mapped reactions and 10 reaction types from USPTO Given the product O=S(=O)(c1ccccc1)c1ccc(CCc2ccc(F)cc2F)nc1, predict the reactants needed to synthesize it. The reactants are: O=S(=O)(c1ccccc1)c1ccc(/C=C/c2ccc(F)cc2F)nc1.